Predict the reaction yield, written as a fraction of the theoretical maximum amount of product (1.0 means a 100% yield; for example, 0.34 means a 34% yield). From a dataset of Reaction yield outcomes from USPTO patents with 853,638 reactions. (1) The reactants are [C:1]([NH:4][CH2:5][CH2:6][CH2:7][S:8]([O:11][CH2:12][C:13]([NH:19]C(OC(C)(C)C)=O)([CH3:18])[C:14]([O:16][CH3:17])=[O:15])(=[O:10])=[O:9])(=[O:3])[CH3:2].FC(F)(F)C(O)=O.[Cl:34]CCl. No catalyst specified. The product is [ClH:34].[C:1]([NH:4][CH2:5][CH2:6][CH2:7][S:8]([O:11][CH2:12][C:13]([NH2:19])([CH3:18])[C:14]([O:16][CH3:17])=[O:15])(=[O:9])=[O:10])(=[O:3])[CH3:2]. The yield is 0.550. (2) The reactants are [O:1]1[CH2:6][CH2:5][N:4]([C:7]2[N:12]=[C:11]([N:13]3[CH2:18][CH2:17][O:16][CH2:15][CH2:14]3)[N:10]=[C:9]([C:19]3[CH:24]=[CH:23][C:22]([NH:25][C:26]([NH:28][C:29]4[CH:34]=[CH:33][C:32]([C:35]([N:37]5[CH2:42][CH2:41][N:40]([CH3:43])[CH2:39][CH2:38]5)=[O:36])=[CH:31][CH:30]=4)=[O:27])=[CH:21][CH:20]=3)[N:8]=2)[CH2:3][CH2:2]1.CO.[ClH:46]. The catalyst is O1CCOCC1. The product is [ClH:46].[O:1]1[CH2:2][CH2:3][N:4]([C:7]2[N:12]=[C:11]([N:13]3[CH2:18][CH2:17][O:16][CH2:15][CH2:14]3)[N:10]=[C:9]([C:19]3[CH:24]=[CH:23][C:22]([NH:25][C:26]([NH:28][C:29]4[CH:30]=[CH:31][C:32]([C:35]([N:37]5[CH2:38][CH2:39][N:40]([CH3:43])[CH2:41][CH2:42]5)=[O:36])=[CH:33][CH:34]=4)=[O:27])=[CH:21][CH:20]=3)[N:8]=2)[CH2:5][CH2:6]1. The yield is 1.00. (3) The reactants are [CH3:1][C:2]1([CH3:34])[CH2:7][CH:6]([C:8]2[S:12][C:11]3[CH:13]=[CH:14][CH:15]=[C:16]([O:17]C)[C:10]=3[CH:9]=2)[CH2:5][CH2:4][N:3]1[CH2:19][C@H:20]([OH:33])[CH2:21][O:22][C:23]1[C:28]2[CH:29]=[C:30]([CH3:32])[O:31][C:27]=2[CH:26]=[CH:25][CH:24]=1.C([S-])C.[Na+]. The catalyst is CN(C=O)C. The product is [CH3:1][C:2]1([CH3:34])[CH2:7][CH:6]([C:8]2[S:12][C:11]3[CH:13]=[CH:14][CH:15]=[C:16]([OH:17])[C:10]=3[CH:9]=2)[CH2:5][CH2:4][N:3]1[CH2:19][C@H:20]([OH:33])[CH2:21][O:22][C:23]1[C:28]2[CH:29]=[C:30]([CH3:32])[O:31][C:27]=2[CH:26]=[CH:25][CH:24]=1. The yield is 0.470. (4) The reactants are [Cl:1][C:2]1[C:11]2[C:6](=[CH:7][C:8]([O:14][CH2:15][CH2:16][CH2:17][N:18]3[CH2:22][CH2:21][CH2:20][CH2:19]3)=[C:9]([O:12][CH3:13])[CH:10]=2)[N:5]=[CH:4][N:3]=1.[NH2:23][C:24]1[CH:25]=[C:26]2[C:30](=[CH:31][CH:32]=1)[NH:29][CH:28]=[CH:27]2.Cl. The catalyst is C(O)(C)C. The product is [ClH:1].[NH:29]1[C:30]2[C:26](=[CH:25][C:24]([NH:23][C:2]3[C:11]4[C:6](=[CH:7][C:8]([O:14][CH2:15][CH2:16][CH2:17][N:18]5[CH2:22][CH2:21][CH2:20][CH2:19]5)=[C:9]([O:12][CH3:13])[CH:10]=4)[N:5]=[CH:4][N:3]=3)=[CH:32][CH:31]=2)[CH:27]=[CH:28]1. The yield is 0.720. (5) The reactants are C1C=C(Cl)C=C(C(OO)=[O:9])C=1.[Cl:12][C:13]1[C:14]2[C@H:21]([CH3:22])[CH2:20][CH2:19][C:15]=2[N:16]=[CH:17][N:18]=1.[O-]S([O-])(=S)=O.[Na+].[Na+].C([O-])([O-])=O.[Na+].[Na+]. The catalyst is C(Cl)(Cl)Cl.O. The product is [Cl:12][C:13]1[N:18]=[CH:17][N+:16]([O-:9])=[C:15]2[CH2:19][CH2:20][C@@H:21]([CH3:22])[C:14]=12. The yield is 0.530.